From a dataset of Reaction yield outcomes from USPTO patents with 853,638 reactions. Predict the reaction yield, written as a fraction of the theoretical maximum amount of product (1.0 means a 100% yield; for example, 0.34 means a 34% yield). (1) The product is [F:19][C:13]1[CH:14]=[N:15][N:16]([CH3:17])[C:12]=1[C:4]1[CH:5]=[C:6]([N+:9]([O-:11])=[O:10])[CH:7]=[CH:8][C:3]=1[O:2][CH3:1]. The reactants are [CH3:1][O:2][C:3]1[CH:8]=[CH:7][C:6]([N+:9]([O-:11])=[O:10])=[CH:5][C:4]=1[C:12]1[N:16]([CH3:17])[N:15]=[CH:14][CH:13]=1.[B-](F)(F)(F)[F:19].[B-](F)(F)(F)F.C1[N+]2(CCl)CC[N+](F)(CC2)C1. The catalyst is C(#N)C. The yield is 0.330. (2) The reactants are [F:1][C:2]1[CH:3]=[C:4]([CH:14]=[CH:15][CH:16]=1)[O:5][CH2:6][C:7]1[CH:12]=[CH:11][C:10]([NH2:13])=[CH:9][CH:8]=1.C(N(CC)CC)C.C[CH:25]([C:29](Cl)=[O:30])[C:26](Cl)=[O:27].C(O)(=O)C[C:34](CC(O)=O)(C(O)=O)[OH:35]. The catalyst is ClCCl.O. The product is [CH3:34][O:35][C:29](=[O:30])[CH2:25][C:26]([NH:13][C:10]1[CH:9]=[CH:8][C:7]([CH2:6][O:5][C:4]2[CH:14]=[CH:15][CH:16]=[C:2]([F:1])[CH:3]=2)=[CH:12][CH:11]=1)=[O:27]. The yield is 0.320.